From a dataset of Full USPTO retrosynthesis dataset with 1.9M reactions from patents (1976-2016). Predict the reactants needed to synthesize the given product. Given the product [Br:18][CH2:14][CH:13]1[CH2:12][CH2:11][CH:10]([CH2:9][CH2:8][C:6]2[CH:7]=[C:2]([F:1])[CH:3]=[CH:4][C:5]=2[O:16][CH3:17])[O:15]1, predict the reactants needed to synthesize it. The reactants are: [F:1][C:2]1[CH:3]=[CH:4][C:5]([O:16][CH3:17])=[C:6]([CH2:8][CH2:9][CH:10]([OH:15])[CH2:11][CH2:12][CH:13]=[CH2:14])[CH:7]=1.[Br:18]N1C(=O)CCC1=O.